From a dataset of NCI-60 drug combinations with 297,098 pairs across 59 cell lines. Regression. Given two drug SMILES strings and cell line genomic features, predict the synergy score measuring deviation from expected non-interaction effect. (1) Drug 1: CC12CCC(CC1=CCC3C2CCC4(C3CC=C4C5=CN=CC=C5)C)O. Drug 2: C1C(C(OC1N2C=NC3=C2NC=NCC3O)CO)O. Cell line: HOP-92. Synergy scores: CSS=4.10, Synergy_ZIP=-1.83, Synergy_Bliss=-0.899, Synergy_Loewe=-0.147, Synergy_HSA=-0.651. (2) Drug 1: C1=NNC2=C1C(=O)NC=N2. Drug 2: C1CN(P(=O)(OC1)NCCCl)CCCl. Cell line: SF-539. Synergy scores: CSS=-1.59, Synergy_ZIP=0.164, Synergy_Bliss=0.148, Synergy_Loewe=-5.03, Synergy_HSA=-4.07.